This data is from Catalyst prediction with 721,799 reactions and 888 catalyst types from USPTO. The task is: Predict which catalyst facilitates the given reaction. Reactant: C[O:2][C:3](=[O:21])[C:4]1[CH:9]=[CH:8][C:7]([C:10]2[O:11][C:12]3[CH:18]=[CH:17][C:16]([O:19]C)=[CH:15][C:13]=3[CH:14]=2)=[CH:6][CH:5]=1.Cl.N1C=CC=CC=1. The catalyst class is: 6. Product: [OH:19][C:16]1[CH:17]=[CH:18][C:12]2[O:11][C:10]([C:7]3[CH:8]=[CH:9][C:4]([C:3]([OH:21])=[O:2])=[CH:5][CH:6]=3)=[CH:14][C:13]=2[CH:15]=1.